This data is from Reaction yield outcomes from USPTO patents with 853,638 reactions. The task is: Predict the reaction yield, written as a fraction of the theoretical maximum amount of product (1.0 means a 100% yield; for example, 0.34 means a 34% yield). (1) The reactants are CC1C=CC(S(O[CH2:12][CH:13]2[O:18][C:17]3[C:19]([F:24])=[C:20]([F:23])[CH:21]=[CH:22][C:16]=3[O:15][CH2:14]2)(=O)=O)=CC=1.[CH2:25]([NH2:28])[CH2:26][CH3:27]. The catalyst is C(#N)C. The product is [F:23][C:20]1[CH:21]=[CH:22][C:16]2[O:15][CH2:14][CH:13]([CH2:12][NH:28][CH2:25][CH2:26][CH3:27])[O:18][C:17]=2[C:19]=1[F:24]. The yield is 0.590. (2) The reactants are CO[C:3](=[O:12])[C:4]1[CH:9]=[CH:8][C:7]([Cl:10])=[CH:6][C:5]=1[Br:11].[F:13][C:14]([Si](C)(C)C)([F:16])[F:15].[F-].C([N+](CCCC)(CCCC)CCCC)CCC.Cl. The catalyst is C1(C)C=CC=CC=1.CO. The product is [Br:11][C:5]1[CH:6]=[C:7]([Cl:10])[CH:8]=[CH:9][C:4]=1[C:3](=[O:12])[C:14]([F:16])([F:15])[F:13]. The yield is 0.700. (3) The reactants are [CH2:1]([O:3][C:4]([CH:6]1[CH:8]([C:9](=[O:26])[NH:10][C:11]2[CH:16]=[CH:15][C:14]([N:17]3[CH:22]=[CH:21][C:20]([OH:23])=[CH:19][C:18]3=[O:24])=[CH:13][C:12]=2[F:25])[CH:7]1[C:27](=[O:36])[NH:28][C:29]1[CH:34]=[CH:33][C:32]([Cl:35])=[CH:31][CH:30]=1)=[O:5])[CH3:2].[C:37](=O)([O-])[O-].[K+].[K+].COS(OC)(=O)=O. The catalyst is CC(C)=O. The product is [CH2:1]([O:3][C:4]([CH:6]1[CH:8]([C:9](=[O:26])[NH:10][C:11]2[CH:16]=[CH:15][C:14]([N:17]3[CH:22]=[CH:21][C:20]([O:23][CH3:37])=[CH:19][C:18]3=[O:24])=[CH:13][C:12]=2[F:25])[CH:7]1[C:27](=[O:36])[NH:28][C:29]1[CH:34]=[CH:33][C:32]([Cl:35])=[CH:31][CH:30]=1)=[O:5])[CH3:2]. The yield is 0.130. (4) The reactants are C(=O)([O:4][C:5]1[CH:10]=[C:9]([N+:11]([O-:13])=[O:12])[C:8]([Br:14])=[CH:7][C:6]=1[C:15]([CH3:18])([CH3:17])[CH3:16])OC.[OH-].[K+].Cl. The catalyst is CO. The product is [C:15]([C:6]1[CH:7]=[C:8]([Br:14])[C:9]([N+:11]([O-:13])=[O:12])=[CH:10][C:5]=1[OH:4])([CH3:18])([CH3:16])[CH3:17]. The yield is 0.990. (5) The reactants are [F:1][C:2]1[CH:3]=[CH:4][C:5]([SH:11])=[C:6]([CH:10]=1)[C:7]([OH:9])=[O:8].S[C:13]1[CH:21]=[CH:20][CH:19]=[CH:18][C:14]=1[C:15]([OH:17])=[O:16].BrC1C=CC=CC=1C(O)=O. No catalyst specified. The product is [C:15]([C:14]1[CH:18]=[CH:19][CH:20]=[CH:21][C:13]=1[S:11][C:5]1[CH:4]=[CH:3][C:2]([F:1])=[CH:10][C:6]=1[C:7]([OH:9])=[O:8])([OH:17])=[O:16]. The yield is 0.910. (6) The reactants are C(NC(C)C)(C)C.C([Li])CCC.[CH3:13][O:14][C:15](=[O:27])[CH2:16][C:17]1[CH:22]=[CH:21][C:20]([Cl:23])=[C:19]([N+:24]([O-:26])=[O:25])[CH:18]=1.I[CH2:29][CH:30]1[CH2:34][CH2:33][CH2:32][CH2:31]1. The catalyst is O1CCCC1.CN1CCCN(C)C1=O. The product is [CH3:13][O:14][C:15](=[O:27])[CH:16]([C:17]1[CH:22]=[CH:21][C:20]([Cl:23])=[C:19]([N+:24]([O-:26])=[O:25])[CH:18]=1)[CH2:29][CH:30]1[CH2:34][CH2:33][CH2:32][CH2:31]1. The yield is 0.320. (7) The product is [CH3:1][C:2]([CH2:15][C:16]1[CH:17]=[CH:18][C:19]([N+:22]([O-:24])=[O:23])=[CH:20][CH:21]=1)([C:9]([OH:11])=[O:10])[C:3]([OH:5])=[O:4]. The reactants are [CH3:1][C:2]([CH2:15][C:16]1[CH:21]=[CH:20][C:19]([N+:22]([O-:24])=[O:23])=[CH:18][CH:17]=1)([C:9]([O:11]C(C)C)=[O:10])[C:3]([O:5]C(C)C)=[O:4].O1CCOCC1.O.[OH-].[Li+].Cl. The catalyst is C(OCC)(=O)C.O. The yield is 1.00.